The task is: Predict which catalyst facilitates the given reaction.. This data is from Catalyst prediction with 721,799 reactions and 888 catalyst types from USPTO. (1) Reactant: C[O:2][C:3](=[O:35])[CH2:4][CH2:5][C:6]1[CH:11]=[CH:10][C:9]([O:12][CH2:13][CH2:14][C@H:15]([O:17][C:18]2[CH:23]=[CH:22][C:21]([CH2:24][CH3:25])=[CH:20][C:19]=2[C:26]([C:28]2[CH:33]=[CH:32][CH:31]=[CH:30][CH:29]=2)=[CH2:27])[CH3:16])=[CH:8][C:7]=1[CH3:34].[OH-].[Na+].Cl. The catalyst class is: 24. Product: [CH2:24]([C:21]1[CH:22]=[CH:23][C:18]([O:17][C@H:15]([CH3:16])[CH2:14][CH2:13][O:12][C:9]2[CH:10]=[CH:11][C:6]([CH2:5][CH2:4][C:3]([OH:35])=[O:2])=[C:7]([CH3:34])[CH:8]=2)=[C:19]([C:26]([C:28]2[CH:29]=[CH:30][CH:31]=[CH:32][CH:33]=2)=[CH2:27])[CH:20]=1)[CH3:25]. (2) Reactant: [OH:1][C:2]1[C:3](=[O:16])[CH:4]=[C:5]([CH2:8][O:9][CH:10]2[CH2:15][CH2:14][CH2:13][CH2:12][O:11]2)[O:6][CH:7]=1.[OH-:17].[Na+].[CH2:19]=O.Cl. Product: [OH:1][C:2]1[C:3](=[O:16])[CH:4]=[C:5]([CH2:8][O:9][CH:10]2[CH2:15][CH2:14][CH2:13][CH2:12][O:11]2)[O:6][C:7]=1[CH2:19][OH:17]. The catalyst class is: 6. (3) Reactant: [C:1]1([C:30]2[CH:35]=[CH:34][CH:33]=[CH:32][CH:31]=2)[CH:6]=[CH:5][C:4]([C:7]2([C:10]3[N:14]4[CH2:15][CH2:16][S:17][C:18]([CH2:21][O:22][Si](C(C)(C)C)(C)C)([CH3:20])[CH2:19][C:13]4=[N:12][N:11]=3)[CH2:9][CH2:8]2)=[CH:3][CH:2]=1.Cl. Product: [C:1]1([C:30]2[CH:35]=[CH:34][CH:33]=[CH:32][CH:31]=2)[CH:2]=[CH:3][C:4]([C:7]2([C:10]3[N:14]4[CH2:15][CH2:16][S:17][C:18]([CH2:21][OH:22])([CH3:20])[CH2:19][C:13]4=[N:12][N:11]=3)[CH2:8][CH2:9]2)=[CH:5][CH:6]=1. The catalyst class is: 5. (4) Reactant: [C:1]([O:5][C:6](=[O:13])[NH:7][CH2:8][C:9]#[C:10][CH2:11][NH2:12])([CH3:4])([CH3:3])[CH3:2].[F:14][C:15]1[CH:20]=[CH:19][C:18]([CH:21]([C:29]2[CH:34]=[CH:33][C:32]([F:35])=[CH:31][CH:30]=2)[CH2:22][CH2:23][CH2:24][CH2:25][C:26](O)=[O:27])=[CH:17][CH:16]=1.C(Cl)CCl. Product: [C:1]([O:5][C:6](=[O:13])[NH:7][CH2:8][C:9]#[C:10][CH2:11][NH:12][C:26](=[O:27])[CH2:25][CH2:24][CH2:23][CH2:22][CH:21]([C:29]1[CH:30]=[CH:31][C:32]([F:35])=[CH:33][CH:34]=1)[C:18]1[CH:19]=[CH:20][C:15]([F:14])=[CH:16][CH:17]=1)([CH3:4])([CH3:2])[CH3:3]. The catalyst class is: 64. (5) Reactant: [NH2:1][CH2:2][CH:3]1[CH2:7][C:6]2[CH:8]=[C:9]([C:13]3[S:17][C:16]([C:18](=[O:20])[CH3:19])=[CH:15][CH:14]=3)[CH:10]=[C:11]([Cl:12])[C:5]=2[O:4]1.CCN=C=N[CH2:26][CH2:27][CH2:28]N(C)C.[CH:32]1[CH:33]=[CH:34][C:35]2N(O)N=[N:38][C:36]=2[CH:37]=1.CCN(C(C)C)C(C)C.CN(C=[O:55])C. Product: [C:18]([C:16]1[S:17][C:13]([C:9]2[CH:10]=[C:11]([Cl:12])[C:5]3[O:4][CH:3]([CH2:2][NH:1][C:26](=[O:55])/[CH:27]=[CH:28]/[C:35]4[CH:34]=[CH:33][CH:32]=[CH:37][C:36]=4[NH2:38])[CH2:7][C:6]=3[CH:8]=2)=[CH:14][CH:15]=1)(=[O:20])[CH3:19]. The catalyst class is: 2. (6) Reactant: [C:1]([NH:4][C@H:5]([CH2:10][C:11]1[CH:16]=[CH:15][C:14]([OH:17])=[CH:13][CH:12]=1)[C:6]([O:8][CH3:9])=[O:7])(=[O:3])[CH3:2].C([O-])([O-])=O.[K+].[K+].[CH2:24](Br)[CH:25]=[CH2:26]. Product: [C:1]([NH:4][C@H:5]([CH2:10][C:11]1[CH:16]=[CH:15][C:14]([O:17][CH2:26][CH:25]=[CH2:24])=[CH:13][CH:12]=1)[C:6]([O:8][CH3:9])=[O:7])(=[O:3])[CH3:2]. The catalyst class is: 3. (7) The catalyst class is: 4. Reactant: [Cl:1][C:2]1[C:7]2[O:8][C:9]3[CH2:14][CH2:13][N:12](C(OC(C)(C)C)=O)[CH2:11][C:10]=3[C:6]=2[CH:5]=[C:4]([C:22](O)([C:24]2[CH:29]=[CH:28][CH:27]=[CH:26][CH:25]=2)[CH3:23])[CH:3]=1.FC(F)(F)C(O)=O. Product: [Cl:1][C:2]1[C:7]2[O:8][C:9]3[CH2:14][CH2:13][NH:12][CH2:11][C:10]=3[C:6]=2[CH:5]=[C:4]([C:22]([C:24]2[CH:29]=[CH:28][CH:27]=[CH:26][CH:25]=2)=[CH2:23])[CH:3]=1.